Dataset: Forward reaction prediction with 1.9M reactions from USPTO patents (1976-2016). Task: Predict the product of the given reaction. (1) Given the reactants [NH:1]1[CH:5]=[CH:4][N:3]=[C:2]1[CH:6]1[CH2:11][CH2:10][N:9](C(OC(C)(C)C)=O)[CH2:8][CH2:7]1.[ClH:19], predict the reaction product. The product is: [ClH:19].[ClH:19].[NH:1]1[CH:5]=[CH:4][N:3]=[C:2]1[CH:6]1[CH2:11][CH2:10][NH:9][CH2:8][CH2:7]1. (2) Given the reactants [N:1]([C:4]1[CH:11]=[CH:10][C:7]([C:8]#[N:9])=[C:6]([C:12]([F:15])([F:14])[F:13])[CH:5]=1)=[C:2]=[S:3].[CH3:16][S:17]([C:20]1[CH:25]=[CH:24][C:23]([NH:26][C:27]2([C:31]#N)[CH2:30][CH2:29][CH2:28]2)=[CH:22][CH:21]=1)(=[O:19])=[O:18].C[OH:34].Cl, predict the reaction product. The product is: [CH3:16][S:17]([C:20]1[CH:25]=[CH:24][C:23]([N:26]2[C:2](=[S:3])[N:1]([C:4]3[CH:11]=[CH:10][C:7]([C:8]#[N:9])=[C:6]([C:12]([F:13])([F:15])[F:14])[CH:5]=3)[C:31](=[O:34])[C:27]32[CH2:30][CH2:29][CH2:28]3)=[CH:22][CH:21]=1)(=[O:19])=[O:18]. (3) Given the reactants [OH:1][CH2:2][CH2:3][NH:4][C:5]([C:7]1[C:11]([NH:12][C:13](=[O:21])[C:14]2[CH:19]=[CH:18][C:17]([CH3:20])=[N:16][CH:15]=2)=[CH:10][N:9](C2CCCCO2)[N:8]=1)=[O:6].O.C1(C)C=CC(S(O)(=O)=O)=CC=1.C(=O)([O-])O.[Na+], predict the reaction product. The product is: [OH:1][CH2:2][CH2:3][NH:4][C:5]([C:7]1[C:11]([NH:12][C:13](=[O:21])[C:14]2[CH:19]=[CH:18][C:17]([CH3:20])=[N:16][CH:15]=2)=[CH:10][NH:9][N:8]=1)=[O:6]. (4) Given the reactants [F:1][C:2]1[CH:3]=[C:4]([C:9]2[CH:10]=[CH:11][C:12]([NH2:15])=[N:13][CH:14]=2)[CH:5]=[C:6]([F:8])[CH:7]=1.C(N(CC)CC)C.[O:23]=[C:24]1[CH2:28][CH2:27][CH2:26][N:25]1[CH:29]1[CH2:34][CH2:33][CH:32]([C:35](Cl)=[O:36])[CH2:31][CH2:30]1, predict the reaction product. The product is: [F:8][C:6]1[CH:5]=[C:4]([C:9]2[CH:10]=[CH:11][C:12]([NH:15][C:35]([C@H:32]3[CH2:33][CH2:34][C@H:29]([N:25]4[CH2:26][CH2:27][CH2:28][C:24]4=[O:23])[CH2:30][CH2:31]3)=[O:36])=[N:13][CH:14]=2)[CH:3]=[C:2]([F:1])[CH:7]=1.